From a dataset of Catalyst prediction with 721,799 reactions and 888 catalyst types from USPTO. Predict which catalyst facilitates the given reaction. (1) Reactant: Cl[C:2]1[N:7]=[C:6]([S:8][CH3:9])[N:5]=[C:4]2[NH:10][N:11]=[C:12]([CH3:13])[C:3]=12.[CH:14]([S:17][C:18]1[CH:24]=[CH:23][CH:22]=[CH:21][C:19]=1[NH2:20])([CH3:16])[CH3:15]. Product: [CH:14]([S:17][C:18]1[CH:24]=[CH:23][CH:22]=[CH:21][C:19]=1[NH:20][C:2]1[N:7]=[C:6]([S:8][CH3:9])[N:5]=[C:4]2[NH:10][N:11]=[C:12]([CH3:13])[C:3]=12)([CH3:16])[CH3:15]. The catalyst class is: 32. (2) Reactant: [CH2:1]([O:3][C:4]1[C:13]2[C:8](=[CH:9][CH:10]=[CH:11][CH:12]=2)[C:7]([O:14][CH2:15][CH3:16])=[C:6]([C:17]([O:19]CC)=[O:18])[C:5]=1[C:22]([O:24]CC)=[O:23])[CH3:2].[OH-].[Na+]. Product: [CH2:15]([O:14][C:7]1[C:8]2[C:13](=[CH:12][CH:11]=[CH:10][CH:9]=2)[C:4]([O:3][CH2:1][CH3:2])=[C:5]([C:22]([OH:24])=[O:23])[C:6]=1[C:17]([OH:19])=[O:18])[CH3:16]. The catalyst class is: 40. (3) Reactant: [Cl:1][C:2]1[CH:7]=[C:6]([CH3:8])[N:5]=[C:4]([O:9][C:10]2[C:15]([CH3:16])=[CH:14][C:13]([CH3:17])=[CH:12][C:11]=2[CH3:18])[C:3]=1[CH2:19][OH:20].[Cr](Cl)([O-])(=O)=O.[NH+]1C=CC=CC=1. Product: [Cl:1][C:2]1[CH:7]=[C:6]([CH3:8])[N:5]=[C:4]([O:9][C:10]2[C:11]([CH3:18])=[CH:12][C:13]([CH3:17])=[CH:14][C:15]=2[CH3:16])[C:3]=1[CH:19]=[O:20]. The catalyst class is: 2. (4) Reactant: [Cl:1][C:2]1[CH:3]=[C:4]2[C:8](=[C:9]([Cl:11])[CH:10]=1)[N:7]([C:12]1[C:17]([CH:18]=[O:19])=[C:16]([NH:20][CH:21]([CH2:24][CH3:25])[CH2:22][CH3:23])[N:15]=[C:14]([CH3:26])[N:13]=1)[CH2:6][CH2:5]2.[BH4-].[Na+]. Product: [Cl:1][C:2]1[CH:3]=[C:4]2[C:8](=[C:9]([Cl:11])[CH:10]=1)[N:7]([C:12]1[C:17]([CH2:18][OH:19])=[C:16]([NH:20][CH:21]([CH2:24][CH3:25])[CH2:22][CH3:23])[N:15]=[C:14]([CH3:26])[N:13]=1)[CH2:6][CH2:5]2. The catalyst class is: 8. (5) Reactant: [F:1][C:2]1[CH:31]=[CH:30][C:5]([C:6]([NH:8][C:9]2[N:13]([C@@H:14]3[CH2:19][CH2:18][C@H:17]([C:20]([O:22][CH3:23])=[O:21])[CH2:16][CH2:15]3)[C:12]3[CH:24]=[C:25]([CH2:28]O)[CH:26]=[CH:27][C:11]=3[N:10]=2)=[O:7])=[CH:4][CH:3]=1.S(Cl)(Cl)=O.[NH:36]1[CH2:41][CH2:40][CH2:39][CH2:38][CH2:37]1. Product: [F:1][C:2]1[CH:31]=[CH:30][C:5]([C:6](/[N:8]=[C:9]2\[NH:10][C:11]3[CH:27]=[CH:26][C:25]([CH2:28][N:36]4[CH2:41][CH2:40][CH2:39][CH2:38][CH2:37]4)=[CH:24][C:12]=3[N:13]\2[C@@H:14]2[CH2:15][CH2:16][C@H:17]([C:20]([O:22][CH3:23])=[O:21])[CH2:18][CH2:19]2)=[O:7])=[CH:4][CH:3]=1. The catalyst class is: 583. (6) Reactant: [C:1]([O:5][C:6]([NH:8][CH2:9][CH2:10][CH2:11][NH:12][C:13]([C:15]1[CH:16]=[C:17]([C:21]([OH:31])([C:25]2[CH:30]=[CH:29][CH:28]=[CH:27][CH:26]=2)[C:22]([OH:24])=[O:23])[CH:18]=[CH:19][CH:20]=1)=[O:14])=[O:7])([CH3:4])([CH3:3])[CH3:2].C1N=CN(C(N2C=NC=C2)=O)C=1.[CH2:44]([N:51]1[CH2:56][CH2:55][CH:54]([CH2:57]O)[CH2:53][CH2:52]1)[C:45]1[CH:50]=[CH:49][CH:48]=[CH:47][CH:46]=1. Product: [C:1]([O:5][C:6]([NH:8][CH2:9][CH2:10][CH2:11][NH:12][C:13]([C:15]1[CH:16]=[C:17]([C:21]([OH:31])([C:25]2[CH:30]=[CH:29][CH:28]=[CH:27][CH:26]=2)[C:22]([O:24][CH2:57][CH:54]2[CH2:53][CH2:52][N:51]([CH2:44][C:45]3[CH:50]=[CH:49][CH:48]=[CH:47][CH:46]=3)[CH2:56][CH2:55]2)=[O:23])[CH:18]=[CH:19][CH:20]=1)=[O:14])=[O:7])([CH3:4])([CH3:2])[CH3:3]. The catalyst class is: 3. (7) Reactant: [CH3:1][O:2][C:3]([C:5]1[N:6]=[C:7]([NH:10][C:11](=[O:22])[C@@H:12]([NH2:21])[C@H:13]([C:15]2[CH:20]=[CH:19][CH:18]=[CH:17][CH:16]=2)[CH3:14])[S:8][CH:9]=1)=[O:4].[C:23]([O:27][C:28]([NH:30][CH:31]([C:35]1[CH:40]=[CH:39][C:38]([S:41][CH3:42])=[CH:37][CH:36]=1)[C:32](O)=[O:33])=[O:29])([CH3:26])([CH3:25])[CH3:24].Cl.CN(C)CCCN=C=NCC. Product: [CH3:1][O:2][C:3]([C:5]1[N:6]=[C:7]([NH:10][C:11](=[O:22])[C@@H:12]([NH:21][C:32](=[O:33])[CH:31]([NH:30][C:28]([O:27][C:23]([CH3:25])([CH3:24])[CH3:26])=[O:29])[C:35]2[CH:40]=[CH:39][C:38]([S:41][CH3:42])=[CH:37][CH:36]=2)[C@H:13]([C:15]2[CH:16]=[CH:17][CH:18]=[CH:19][CH:20]=2)[CH3:14])[S:8][CH:9]=1)=[O:4]. The catalyst class is: 4.